Dataset: Catalyst prediction with 721,799 reactions and 888 catalyst types from USPTO. Task: Predict which catalyst facilitates the given reaction. (1) Reactant: Cl[C:2]1[CH:7]=[C:6]([C:8]2[CH:13]=[CH:12][C:11]([O:14][C:15]3[CH:20]=[CH:19][C:18]([F:21])=[CH:17][CH:16]=3)=[CH:10][CH:9]=2)[N:5]=[C:4]([C:22]([O:24][CH3:25])=[O:23])[CH:3]=1.[CH3:26][CH2:27]CC[N+](CCCC)(CCCC)CCCC.[F-].CC1(C)C(C)(C)OB(C=C)O1. Product: [F:21][C:18]1[CH:19]=[CH:20][C:15]([O:14][C:11]2[CH:12]=[CH:13][C:8]([C:6]3[N:5]=[C:4]([C:22]([O:24][CH3:25])=[O:23])[CH:3]=[C:2]([CH:26]=[CH2:27])[CH:7]=3)=[CH:9][CH:10]=2)=[CH:16][CH:17]=1. The catalyst class is: 140. (2) Reactant: [Br:1][C:2]1[CH:22]=[CH:21][C:5]([O:6][CH2:7][CH:8]2[CH2:13][CH2:12][N:11](C(OC(C)(C)C)=O)[CH2:10][CH2:9]2)=[C:4]([F:23])[CH:3]=1.[ClH:24]. Product: [ClH:24].[Br:1][C:2]1[CH:22]=[CH:21][C:5]([O:6][CH2:7][CH:8]2[CH2:9][CH2:10][NH:11][CH2:12][CH2:13]2)=[C:4]([F:23])[CH:3]=1. The catalyst class is: 5. (3) The catalyst class is: 3. Reactant: [CH:1]1([N:4]2[C:13]3[C:8](=[CH:9][CH:10]=[CH:11][CH:12]=3)[N:7](O)[C:6](=[O:15])[C:5]2=[O:16])[CH2:3][CH2:2]1.C1(P(C2C=CC=CC=2)C2C=CC=CC=2)C=CC=CC=1.ClCCl. Product: [CH:1]1([N:4]2[C:13]3[C:8](=[CH:9][CH:10]=[CH:11][CH:12]=3)[NH:7][C:6](=[O:15])[C:5]2=[O:16])[CH2:3][CH2:2]1. (4) Reactant: [Br:1][C:2]1[CH:3]=[C:4]([N+:9]([O-:11])=[O:10])[C:5](Cl)=[N:6][CH:7]=1.O1CCCC1.[CH3:17][NH2:18]. Product: [Br:1][C:2]1[CH:3]=[C:4]([N+:9]([O-:11])=[O:10])[C:5]([NH:18][CH3:17])=[N:6][CH:7]=1. The catalyst class is: 5. (5) Reactant: Cl[C:2]1[N:11]=[C:10]([OH:12])[C:9]2[C:4](=[CH:5][C:6]([O:13][CH3:14])=[CH:7][CH:8]=2)[N:3]=1.[NH:15]1[CH2:19][CH2:18][CH2:17][CH2:16]1. Product: [CH3:14][O:13][C:6]1[CH:5]=[C:4]2[C:9]([C:10]([OH:12])=[N:11][C:2]([N:15]3[CH2:19][CH2:18][CH2:17][CH2:16]3)=[N:3]2)=[CH:8][CH:7]=1. The catalyst class is: 1. (6) Reactant: [H-].[Na+].[OH:3][C:4]1[CH:18]=[CH:17][C:7]([CH2:8][NH:9][C:10](=[O:16])[O:11][C:12]([CH3:15])([CH3:14])[CH3:13])=[CH:6][CH:5]=1.[Cl:19][C:20]1[CH:25]=[C:24]([Cl:26])[N:23]=[C:22](S(C)(=O)=O)[N:21]=1.[Cl-].[NH4+]. Product: [C:12]([O:11][C:10](=[O:16])[NH:9][CH2:8][C:7]1[CH:17]=[CH:18][C:4]([O:3][C:22]2[N:23]=[C:24]([Cl:26])[CH:25]=[C:20]([Cl:19])[N:21]=2)=[CH:5][CH:6]=1)([CH3:14])([CH3:15])[CH3:13]. The catalyst class is: 57. (7) Reactant: Br[C:2]1[CH:7]=[CH:6][C:5]([C:8]2[N:9]([C:18]3[C:23]([Cl:24])=[CH:22][CH:21]=[CH:20][C:19]=3[Cl:25])[C:10]([Cl:17])=[C:11]([C:13]([OH:16])([CH3:15])[CH3:14])[N:12]=2)=[C:4]([Cl:26])[CH:3]=1.[CH3:27][S:28]([C:31]1[CH:32]=[C:33](B(O)O)[CH:34]=[CH:35][CH:36]=1)(=[O:30])=[O:29].C([O-])([O-])=O.[K+].[K+].O. Product: [Cl:17][C:10]1[N:9]([C:18]2[C:23]([Cl:24])=[CH:22][CH:21]=[CH:20][C:19]=2[Cl:25])[C:8]([C:5]2[CH:6]=[CH:7][C:2]([C:35]3[CH:34]=[CH:33][CH:32]=[C:31]([S:28]([CH3:27])(=[O:30])=[O:29])[CH:36]=3)=[CH:3][C:4]=2[Cl:26])=[N:12][C:11]=1[C:13]([OH:16])([CH3:15])[CH3:14]. The catalyst class is: 57. (8) Reactant: [F:1][C:2]1[N:10]=[C:9]2[C:5]([N:6]=[C:7]([CH2:11][C:12]3[C:20]([I:21])=[CH:19][C:15]4[O:16][CH2:17][O:18][C:14]=4[CH:13]=3)[NH:8]2)=[C:4]([NH2:22])[N:3]=1.C1C=CC(COC(/N=N/C(OCC2C=CC=CC=2)=O)=O)=CC=1.C1(P(C2C=CC=CC=2)C2C=CC=CC=2)C=CC=CC=1.O[CH2:65][CH2:66][CH2:67][CH2:68][C:69](=[O:71])[CH3:70]. Product: [NH2:22][C:4]1[N:3]=[C:2]([F:1])[N:10]=[C:9]2[C:5]=1[N:6]=[C:7]([CH2:11][C:12]1[C:20]([I:21])=[CH:19][C:15]3[O:16][CH2:17][O:18][C:14]=3[CH:13]=1)[N:8]2[CH2:65][CH2:66][CH2:67][CH2:68][C:69](=[O:71])[CH3:70]. The catalyst class is: 390. (9) Reactant: Cl[C:2]([O:4][CH2:5][CH3:6])=[O:3].[F:7][C:8]([F:22])([F:21])[C:9]([NH:11][CH2:12][CH2:13][NH:14][C:15]1[CH:20]=[CH:19][CH:18]=[CH:17][CH:16]=1)=[O:10].CN1CCOCC1. Product: [CH2:5]([O:4][C:2](=[O:3])[N:14]([C:15]1[CH:20]=[CH:19][CH:18]=[CH:17][CH:16]=1)[CH2:13][CH2:12][NH:11][C:9](=[O:10])[C:8]([F:7])([F:21])[F:22])[CH3:6]. The catalyst class is: 13.